From a dataset of Cav3 T-type calcium channel HTS with 100,875 compounds. Binary Classification. Given a drug SMILES string, predict its activity (active/inactive) in a high-throughput screening assay against a specified biological target. (1) The molecule is OCCn1nc(Cc2c3c(ccc2)cccc3)c(c1N)C#N. The result is 0 (inactive). (2) The compound is S(=O)(=O)(N1CCOCC1)c1ccc(NC(=O)COc2ccccc2)cc1. The result is 0 (inactive). (3) The compound is O1C(COc2c1cccc2)C\N=C\c1cc(OC)c(OC)cc1. The result is 0 (inactive). (4) The drug is s1c(NC2=NCCC2)nnc1C. The result is 0 (inactive). (5) The drug is O=C(NCCc1ccncc1)c1ccc(cc1)C. The result is 0 (inactive). (6) The molecule is S(=O)(=O)(N1CCCCC1)c1cc2sc(nc2cc1)NC(=O)c1cccnc1. The result is 0 (inactive). (7) The molecule is S(Cc1nc2n(c1)cccc2)c1n(c2ccccc2)cnn1. The result is 0 (inactive). (8) The compound is O(c1c(OCc2onc(c2)C)cccc1)Cc1onc(c1)C. The result is 0 (inactive).